This data is from Retrosynthesis with 50K atom-mapped reactions and 10 reaction types from USPTO. The task is: Predict the reactants needed to synthesize the given product. (1) Given the product CC(C)c1cc(CN)cc(CNS(C)(=O)=O)c1, predict the reactants needed to synthesize it. The reactants are: CC(C)c1cc(CNC(=O)OC(C)(C)C)cc(CNS(C)(=O)=O)c1. (2) Given the product COc1ccc(Cn2nc(CC3COC(C)(C)O3)c3c(Cl)nc(N)nc32)cc1, predict the reactants needed to synthesize it. The reactants are: CC1(C)OCC(CC(=O)c2c(Cl)nc(N)nc2Cl)O1.COc1ccc(CNN)cc1. (3) Given the product O=C(Cc1ccccc1)Nc1ccc([N+](=O)[O-])cn1, predict the reactants needed to synthesize it. The reactants are: Nc1ccc([N+](=O)[O-])cn1.O=C(Cl)Cc1ccccc1. (4) Given the product Cc1ccc(NC(=O)[C@H](COC(C)C)Oc2ncnc3c2cnn3-c2ccncc2C)nc1, predict the reactants needed to synthesize it. The reactants are: Cc1ccc(NC(=O)[C@@H](O)COC(C)C)nc1.Cc1cnccc1-n1ncc2c(Cl)ncnc21. (5) Given the product CCOC(=O)c1c(NC(=O)Nc2ccccc2)sc(-c2ccc([N+](=O)[O-])cc2)c1C, predict the reactants needed to synthesize it. The reactants are: CCOC(=O)c1c(N)sc(-c2ccc([N+](=O)[O-])cc2)c1C.O=C=Nc1ccccc1. (6) Given the product NCc1cccc(-c2cnc(C(F)(F)F)cn2)c1, predict the reactants needed to synthesize it. The reactants are: CC(C)(C)OC(=O)NCc1cccc(-c2cnc(C(F)(F)F)cn2)c1.